From a dataset of Full USPTO retrosynthesis dataset with 1.9M reactions from patents (1976-2016). Predict the reactants needed to synthesize the given product. (1) The reactants are: [CH:1]1([CH2:4][O:5][C:6]2[CH:11]=[CH:10][C:9]([O:12][CH3:13])=[CH:8][C:7]=2[C:14]2[C:15]3[N:22]([CH2:23][O:24][CH2:25][CH2:26][Si:27]([CH3:30])([CH3:29])[CH3:28])[C:21]([CH3:31])=[C:20]([C:32]([OH:34])=O)[C:16]=3[N:17]=[CH:18][N:19]=2)[CH2:3][CH2:2]1.[NH2:35][C@@H:36]1[CH2:41][CH2:40][C@H:39]([NH:42][C:43](=[O:49])[O:44][C:45]([CH3:48])([CH3:47])[CH3:46])[CH2:38][CH2:37]1. Given the product [C:45]([O:44][C:43](=[O:49])[NH:42][C@H:39]1[CH2:38][CH2:37][C@@H:36]([NH:35][C:32]([C:20]2[C:16]3[N:17]=[CH:18][N:19]=[C:14]([C:7]4[CH:8]=[C:9]([O:12][CH3:13])[CH:10]=[CH:11][C:6]=4[O:5][CH2:4][CH:1]4[CH2:2][CH2:3]4)[C:15]=3[N:22]([CH2:23][O:24][CH2:25][CH2:26][Si:27]([CH3:28])([CH3:29])[CH3:30])[C:21]=2[CH3:31])=[O:34])[CH2:41][CH2:40]1)([CH3:48])([CH3:46])[CH3:47], predict the reactants needed to synthesize it. (2) Given the product [CH3:25][O:24][C:22]1[CH:14]=[CH:13][N:12]=[C:11]([C:5]2[CH:4]=[CH:3][C:2]([CH3:1])=[CH:10][C:6]=2[C:7]([OH:9])=[O:8])[N:23]=1, predict the reactants needed to synthesize it. The reactants are: [CH3:1][C:2]1[CH:3]=[CH:4][C:5]([C:11]2C=N[CH:14]=[CH:13][N:12]=2)=[C:6]([CH:10]=1)[C:7]([OH:9])=[O:8].ClC1[N:23]=[C:22]([O:24][CH3:25])C=CN=1. (3) Given the product [CH:3]([C:6]1[CH:10]=[C:9]([CH3:11])[N:8]([CH2:12][C:13]([OH:15])=[O:14])[N:7]=1)([CH3:5])[CH3:4], predict the reactants needed to synthesize it. The reactants are: [OH-].[Li+].[CH:3]([C:6]1[CH:10]=[C:9]([CH3:11])[N:8]([CH2:12][C:13]([O:15]CC)=[O:14])[N:7]=1)([CH3:5])[CH3:4].Cl.